The task is: Predict the product of the given reaction.. This data is from Forward reaction prediction with 1.9M reactions from USPTO patents (1976-2016). (1) The product is: [CH3:35][S:32]([CH2:31][C:30]1[N:36]=[C:25]([CH:11]2[CH2:12][CH:13]([C:15]3[CH:16]=[CH:17][C:18]([C:21]([F:24])([F:22])[F:23])=[CH:19][CH:20]=3)[CH2:14][N:9]([C:7]([N:1]3[CH2:6][CH2:5][O:4][CH2:3][CH2:2]3)=[O:8])[CH2:10]2)[O:27][N:29]=1)(=[O:34])=[O:33]. Given the reactants [N:1]1([C:7]([N:9]2[CH2:14][CH:13]([C:15]3[CH:20]=[CH:19][C:18]([C:21]([F:24])([F:23])[F:22])=[CH:17][CH:16]=3)[CH2:12][CH:11]([C:25]([OH:27])=O)[CH2:10]2)=[O:8])[CH2:6][CH2:5][O:4][CH2:3][CH2:2]1.O[N:29]=[C:30]([NH2:36])[CH2:31][S:32]([CH3:35])(=[O:34])=[O:33], predict the reaction product. (2) Given the reactants [Cl:1][C:2]1[CH:3]=[C:4]([N:10]2[C:14]([CH2:15][OH:16])=[C:13]([CH2:17][C:18]3[CH:31]=[CH:30][C:21]([C:22]([NH:24][CH2:25][C:26]([OH:29])([CH3:28])[CH3:27])=[O:23])=[CH:20][CH:19]=3)[C:12]([CH3:32])=[N:11]2)[CH:5]=[CH:6][C:7]=1[C:8]#[N:9].CN(C=O)C, predict the reaction product. The product is: [Cl:1][C:2]1[CH:3]=[C:4]([N:10]2[C:14]([CH:15]=[O:16])=[C:13]([CH2:17][C:18]3[CH:19]=[CH:20][C:21]([C:22]([NH:24][CH2:25][C:26]([OH:29])([CH3:28])[CH3:27])=[O:23])=[CH:30][CH:31]=3)[C:12]([CH3:32])=[N:11]2)[CH:5]=[CH:6][C:7]=1[C:8]#[N:9]. (3) Given the reactants [CH3:1][N:2]([CH3:14])[C:3]1[CH:4]=[C:5]([CH:9]=[C:10]([CH2:12][CH3:13])[N:11]=1)[C:6]([OH:8])=[O:7].[CH2:15](NC)C, predict the reaction product. The product is: [CH2:12]([C:10]1[CH:9]=[C:5]([CH:4]=[C:3]([N:2]([CH2:14][CH3:15])[CH3:1])[N:11]=1)[C:6]([OH:8])=[O:7])[CH3:13]. (4) Given the reactants [C:1]([C:4]1[CH:5]=[N:6][CH:7]=[CH:8][CH:9]=1)(=O)[CH3:2].[NH2:10][C:11]1[CH:24]=[C:23]2[C:14]([O:15][C:16]3[C:17]([C:25]4[NH:30][C:29](=[O:31])[CH:28]=[C:27]([N:32]5[CH2:37][CH2:36][O:35][CH2:34][CH2:33]5)[CH:26]=4)=[CH:18][CH:19]=[CH:20][C:21]=3[CH2:22]2)=[CH:13][CH:12]=1.C(O)C.[BH4-].[Na+], predict the reaction product. The product is: [O:35]1[CH2:36][CH2:37][N:32]([C:27]2[CH:26]=[C:25]([C:17]3[C:16]4[O:15][C:14]5[C:23](=[CH:24][C:11]([NH:10][CH:1]([C:4]6[CH:5]=[N:6][CH:7]=[CH:8][CH:9]=6)[CH3:2])=[CH:12][CH:13]=5)[CH2:22][C:21]=4[CH:20]=[CH:19][CH:18]=3)[NH:30][C:29](=[O:31])[CH:28]=2)[CH2:33][CH2:34]1.